This data is from Full USPTO retrosynthesis dataset with 1.9M reactions from patents (1976-2016). The task is: Predict the reactants needed to synthesize the given product. (1) Given the product [Cl:1][C:2]1[CH:3]=[CH:4][C:5]2[N:11]3[CH:12]=[CH:13][CH:14]=[C:10]3[C@@H:9]([CH2:15][C:16]([NH:18][CH2:19][CH2:20][C:21]([OH:23])=[O:22])=[O:17])[O:8][C@H:7]([C:26]3[CH:31]=[CH:30][CH:29]=[C:28]([O:32][CH3:33])[C:27]=3[O:34][CH3:35])[C:6]=2[CH:36]=1, predict the reactants needed to synthesize it. The reactants are: [Cl:1][C:2]1[CH:3]=[CH:4][C:5]2[N:11]3[CH:12]=[CH:13][CH:14]=[C:10]3[C@@H:9]([CH2:15][C:16]([NH:18][CH2:19][CH2:20][C:21]([O:23]CC)=[O:22])=[O:17])[O:8][C@H:7]([C:26]3[CH:31]=[CH:30][CH:29]=[C:28]([O:32][CH3:33])[C:27]=3[O:34][CH3:35])[C:6]=2[CH:36]=1.C(=O)([O-])[O-].[K+].[K+].Cl.C(OCC)(=O)C. (2) The reactants are: [Br:1][C:2]1[N:7]=[C:6]2[N:8]([S:13]([C:16]3[CH:21]=[CH:20][CH:19]=[C:18]([F:22])[CH:17]=3)(=[O:15])=[O:14])[CH:9]=[C:10]([CH:11]=O)[C:5]2=[CH:4][CH:3]=1.[C:23]([BH3-])#[N:24].[Na+].CN.O1CCCC1.C(=O)(O)[O-].[Na+]. Given the product [Br:1][C:2]1[N:7]=[C:6]2[N:8]([S:13]([C:16]3[CH:21]=[CH:20][CH:19]=[C:18]([F:22])[CH:17]=3)(=[O:15])=[O:14])[CH:9]=[C:10]([CH2:11][NH:24][CH3:23])[C:5]2=[CH:4][CH:3]=1, predict the reactants needed to synthesize it. (3) Given the product [F:32][C:31]([F:34])([F:33])[CH2:30][CH2:29][CH2:28][O:24][C:21]1[CH:22]=[CH:23][C:18]([CH:15]2[CH2:16][CH2:17][N:12]([C:9]3[CH:10]=[CH:11][C:6]4[N:7]([C:3]([C:2]([F:1])([F:25])[F:26])=[N:4][N:5]=4)[N:8]=3)[CH2:13][CH2:14]2)=[CH:19][CH:20]=1, predict the reactants needed to synthesize it. The reactants are: [F:1][C:2]([F:26])([F:25])[C:3]1[N:7]2[N:8]=[C:9]([N:12]3[CH2:17][CH2:16][CH:15]([C:18]4[CH:23]=[CH:22][C:21]([OH:24])=[CH:20][CH:19]=4)[CH2:14][CH2:13]3)[CH:10]=[CH:11][C:6]2=[N:5][N:4]=1.Br[CH2:28][CH2:29][CH2:30][C:31]([F:34])([F:33])[F:32].C(=O)([O-])[O-].[K+].[K+]. (4) Given the product [C:18]([C:15]([C:13]1[CH:12]=[C:11]([CH:10]=[C:9]([C:6]([C:4]#[N:5])([CH3:8])[CH3:7])[CH:14]=1)[CH2:20][Br:39])([CH3:16])[CH3:17])#[N:19], predict the reactants needed to synthesize it. The reactants are: C(#N)C.[C:4]([C:6]([C:9]1[CH:10]=[C:11]([CH3:20])[CH:12]=[C:13]([C:15]([C:18]#[N:19])([CH3:17])[CH3:16])[CH:14]=1)([CH3:8])[CH3:7])#[N:5].C(OOC(=O)C1C=CC=CC=1)(=O)C1C=CC=CC=1.[Br:39]N1C(=O)CCC1=O. (5) Given the product [NH2:24][C:16]1[C:15]2[NH:25][C:4](=[O:3])[N:5]([CH2:6][C:7]3[CH:8]=[N:9][C:10]([CH3:13])=[CH:11][CH:12]=3)[C:14]=2[CH:19]=[C:18]([C:20]([F:23])([F:22])[F:21])[N:17]=1, predict the reactants needed to synthesize it. The reactants are: C([O:3][C:4](=O)[N:5]([C:14]1[CH:19]=[C:18]([C:20]([F:23])([F:22])[F:21])[N:17]=[C:16]([NH2:24])[C:15]=1[N+:25]([O-])=O)[CH2:6][C:7]1[CH:8]=[N:9][C:10]([CH3:13])=[CH:11][CH:12]=1)C. (6) Given the product [ClH:19].[CH:20]1([S:23]([C:26]2[CH:31]=[CH:30][CH:29]=[CH:28][C:27]=2[CH2:32][NH2:33])(=[O:24])=[O:25])[CH2:22][CH2:21][CH2:2][CH2:1]1, predict the reactants needed to synthesize it. The reactants are: [C:1](#N)[C:2]1C=CC=CC=1SSC1C=CC=CC=1C#N.[ClH:19].[CH:20]1([S:23]([C:26]2[CH:31]=[CH:30][CH:29]=[CH:28][C:27]=2[CH2:32][NH2:33])(=[O:25])=[O:24])[CH2:22][CH2:21]1. (7) Given the product [F:1][C:2]1[CH:3]=[CH:4][C:5]([C:8]2[O:9][C:10]3[CH:20]=[CH:19][C:18]([C:21]4[CH:22]=[C:23]([C:24](=[O:25])[NH:40][C:37]5([C:35]6[CH:36]=[N:31][CH:32]=[N:33][CH:34]=6)[CH2:39][CH2:38]5)[CH:27]=[CH:28][C:29]=4[CH3:30])=[CH:17][C:11]=3[C:12]=2[C:13]([NH:14][CH3:15])=[O:16])=[CH:6][CH:7]=1, predict the reactants needed to synthesize it. The reactants are: [F:1][C:2]1[CH:7]=[CH:6][C:5]([C:8]2[O:9][C:10]3[CH:20]=[CH:19][C:18]([C:21]4[CH:22]=[C:23]([CH:27]=[CH:28][C:29]=4[CH3:30])[C:24](O)=[O:25])=[CH:17][C:11]=3[C:12]=2[C:13](=[O:16])[NH:14][CH3:15])=[CH:4][CH:3]=1.[N:31]1[CH:36]=[C:35]([C:37]2([NH2:40])[CH2:39][CH2:38]2)[CH:34]=[N:33][CH:32]=1.C1C=CC2N(O)N=NC=2C=1.CCN=C=NCCCN(C)C.Cl.C(N(C(C)C)CC)(C)C.